This data is from Forward reaction prediction with 1.9M reactions from USPTO patents (1976-2016). The task is: Predict the product of the given reaction. (1) Given the reactants F[C@H]1CN(C2C=CC(CC3C=CC=CC=3C)=CC=2)[C@H]([CH2:21][C:22]([O:24][CH3:25])=[O:23])C1.[C:26]([Cl:29])(=O)C.[ClH:30].C([O-])([O-])=O.[Na+].[Na+], predict the reaction product. The product is: [ClH:29].[CH3:22][OH:23].[CH2:26]([Cl:29])[Cl:30].[CH3:25][O:24][C:22]([CH3:21])=[O:23]. (2) Given the reactants [C-]#N.[Na+].Br[C:5]1[CH:10]=[CH:9][C:8]([O:11][CH3:12])=[C:7]([O:13][CH3:14])[CH:6]=1.[CH3:15][NH:16]CCNC.[OH-].[NH4+], predict the reaction product. The product is: [CH3:14][O:13][C:7]1[CH:6]=[C:5]([CH:10]=[CH:9][C:8]=1[O:11][CH3:12])[C:15]#[N:16]. (3) Given the reactants [Cl:1][C:2]1[CH:3]=[C:4]2[C:9](=[CH:10][CH:11]=1)[C:8](=[O:12])O[C:6]([C:13]([OH:15])=[O:14])=[C:5]2[C:16]1[CH:21]=[CH:20][CH:19]=[CH:18][CH:17]=1.[CH2:22]([O:26][NH2:27])[CH2:23][CH2:24]C, predict the reaction product. The product is: [Cl:1][C:2]1[CH:3]=[C:4]2[C:9](=[CH:10][CH:11]=1)[C:8](=[O:12])[N:27]([O:26][CH2:22][CH2:23][CH3:24])[C:6]([C:13]([OH:15])=[O:14])=[C:5]2[C:16]1[CH:17]=[CH:18][CH:19]=[CH:20][CH:21]=1.